This data is from Full USPTO retrosynthesis dataset with 1.9M reactions from patents (1976-2016). The task is: Predict the reactants needed to synthesize the given product. (1) Given the product [CH3:9][C:8]1[C:3]([CH2:2][O:32][C:19]2[CH:20]=[CH:21][C:22]([N:24]3[C:28]([CH3:29])=[C:27]([CH3:30])[C:26]([CH3:31])=[N:25]3)=[CH:23][C:18]=2[CH3:17])=[C:4]([N:10]2[C:14](=[O:15])[N:13]([CH3:16])[N:12]=[N:11]2)[CH:5]=[CH:6][CH:7]=1, predict the reactants needed to synthesize it. The reactants are: Br[CH2:2][C:3]1[C:8]([CH3:9])=[CH:7][CH:6]=[CH:5][C:4]=1[N:10]1[C:14](=[O:15])[N:13]([CH3:16])[N:12]=[N:11]1.[CH3:17][C:18]1[CH:23]=[C:22]([N:24]2[C:28]([CH3:29])=[C:27]([CH3:30])[C:26]([CH3:31])=[N:25]2)[CH:21]=[CH:20][C:19]=1[OH:32].C(=O)([O-])[O-].[K+].[K+]. (2) Given the product [Cl:1][C:2]1[N:3]([CH2:26][C:27](=[O:40])[N:28]2[C:36]3[C:31](=[CH:32][CH:33]=[CH:34][CH:35]=3)[C:30]3([CH2:37][CH2:38][CH2:39]3)[CH2:29]2)[C:4]2[C:9]([C:10]=1[S:11][C:12]1[C:13]([F:23])=[C:14]([CH:20]=[CH:21][CH:22]=1)[C:15]([O-:17])=[O:16])=[CH:8][CH:7]=[C:6]([Cl:24])[C:5]=2[F:25].[Na+:42], predict the reactants needed to synthesize it. The reactants are: [Cl:1][C:2]1[N:3]([CH2:26][C:27](=[O:40])[N:28]2[C:36]3[C:31](=[CH:32][CH:33]=[CH:34][CH:35]=3)[C:30]3([CH2:39][CH2:38][CH2:37]3)[CH2:29]2)[C:4]2[C:9]([C:10]=1[S:11][C:12]1[C:13]([F:23])=[C:14]([CH:20]=[CH:21][CH:22]=1)[C:15]([O:17]CC)=[O:16])=[CH:8][CH:7]=[C:6]([Cl:24])[C:5]=2[F:25].[OH-].[Na+:42]. (3) Given the product [Si:7]([O:6][CH2:5][C@@H:4]([NH:24][C:25](=[O:31])[O:26][C:27]([CH3:30])([CH3:29])[CH3:28])[CH2:3][CH2:2][NH:1][C:37](=[O:38])[O:39][C:40]([CH3:43])([CH3:42])[CH3:41])([C:20]([CH3:23])([CH3:21])[CH3:22])([C:8]1[CH:13]=[CH:12][CH:11]=[CH:10][CH:9]=1)[C:14]1[CH:19]=[CH:18][CH:17]=[CH:16][CH:15]=1, predict the reactants needed to synthesize it. The reactants are: [NH2:1][CH2:2][CH2:3][C@H:4]([NH:24][C:25](=[O:31])[O:26][C:27]([CH3:30])([CH3:29])[CH3:28])[CH2:5][O:6][Si:7]([C:20]([CH3:23])([CH3:22])[CH3:21])([C:14]1[CH:19]=[CH:18][CH:17]=[CH:16][CH:15]=1)[C:8]1[CH:13]=[CH:12][CH:11]=[CH:10][CH:9]=1.C([O-])(O)=O.[Na+].[C:37](O[C:37]([O:39][C:40]([CH3:43])([CH3:42])[CH3:41])=[O:38])([O:39][C:40]([CH3:43])([CH3:42])[CH3:41])=[O:38]. (4) Given the product [NH2:10][C:11]1[CH:12]=[CH:13][C:14]([Br:20])=[C:15]([CH:19]=1)[C:16]([N:4]([CH3:5])[CH3:1])=[O:17], predict the reactants needed to synthesize it. The reactants are: [CH:1]([N:4](C(C)C)[CH2:5]C)(C)C.[NH2:10][C:11]1[CH:12]=[CH:13][C:14]([Br:20])=[C:15]([CH:19]=1)[C:16](O)=[O:17].CNC.F[P-](F)(F)(F)(F)F.N1(O[P+](N(C)C)(N(C)C)N(C)C)C2C=CC=CC=2N=N1. (5) Given the product [Br:1][C:2]1[CH:3]=[C:4]([C:5](=[O:7])[C:18]([C:17]2[CH:38]=[CH:39][C:40]([O:41][CH3:42])=[C:15]([CH3:14])[CH:16]=2)=[O:48])[CH:8]=[CH:9][C:10]=1[C:11]#[N:12], predict the reactants needed to synthesize it. The reactants are: [Br:1][C:2]1[CH:3]=[C:4]([CH:8]=[CH:9][C:10]=1[C:11]#[N:12])[C:5]([OH:7])=O.[Cl-].[CH3:14][C:15]1[CH:16]=[C:17]([CH:38]=[CH:39][C:40]=1[O:41][CH3:42])[CH2:18][P+](C1C=CC=CC=1)(C1C=CC=CC=1)C1C=CC=CC=1.C([Li])CCC.[O-:48]S([O-])(=O)=O.[Mg+2].[O-][Mn](=O)(=O)=O.[K+]. (6) Given the product [O:7]=[C:6]1[C:5]2[C:4](=[CH:11][CH:10]=[CH:9][CH:8]=2)[C:3](=[O:12])[N:2]1[O:1][CH2:20][C:21]([NH:23][CH3:24])=[O:22], predict the reactants needed to synthesize it. The reactants are: [OH:1][N:2]1[C:6](=[O:7])[C:5]2=[CH:8][CH:9]=[CH:10][CH:11]=[C:4]2[C:3]1=[O:12].C(=O)([O-])[O-].[K+].[K+].Cl[CH2:20][C:21]([NH:23][CH3:24])=[O:22]. (7) Given the product [F:28][C:25]1[CH:26]=[CH:27][C:22]([C:21]2[C:15]3[O:14][CH:13]([CH2:12][NH:31][CH3:30])[CH2:17][C:16]=3[CH:18]=[C:19]([CH3:29])[CH:20]=2)=[CH:23][CH:24]=1, predict the reactants needed to synthesize it. The reactants are: CC1C=CC(S(O[CH2:12][CH:13]2[CH2:17][C:16]3[CH:18]=[C:19]([CH3:29])[CH:20]=[C:21]([C:22]4[CH:27]=[CH:26][C:25]([F:28])=[CH:24][CH:23]=4)[C:15]=3[O:14]2)(=O)=O)=CC=1.[CH3:30][NH2:31]. (8) Given the product [N:19]1([CH2:18][C@@H:17]([NH:16][C:2]2[C:3]3[N:11]=[CH:10][CH:9]=[C:8]([C:12]([NH2:14])=[O:13])[C:4]=3[N:5]=[CH:6][N:7]=2)[C:23]2[CH:30]=[CH:29][C:26]([C:27]#[N:28])=[C:25]([Cl:31])[CH:24]=2)[CH2:22][CH2:21][CH2:20]1, predict the reactants needed to synthesize it. The reactants are: O[C:2]1[C:3]2[N:11]=[CH:10][CH:9]=[C:8]([C:12]([NH2:14])=[O:13])[C:4]=2[N:5]=[CH:6][N:7]=1.Cl.[NH2:16][C@@H:17]([C:23]1[CH:30]=[CH:29][C:26]([C:27]#[N:28])=[C:25]([Cl:31])[CH:24]=1)[CH2:18][N:19]1[CH2:22][CH2:21][CH2:20]1. (9) The reactants are: [Cl:1][C:2]1[CH:45]=[C:44]([Cl:46])[CH:43]=[CH:42][C:3]=1[O:4][C:5]1[CH:41]=[CH:40][CH:39]=[CH:38][C:6]=1[CH2:7][O:8][CH2:9][CH:10]1[CH2:37][CH2:36][C:13]2[N:14](C(C3C=CC=CC=3)(C3C=CC=CC=3)C3C=CC=CC=3)[CH:15]=[N:16][C:12]=2[CH2:11]1.ClC1C=C(Cl)C=CC=1OC1C=CC=CC=1COCC1CCC2N=CN(C(C3C=CC=CC=3)(C3C=CC=CC=3)C3C=CC=CC=3)C=2C1.C(O)(=O)C. Given the product [Cl:1][C:2]1[CH:45]=[C:44]([Cl:46])[CH:43]=[CH:42][C:3]=1[O:4][C:5]1[CH:41]=[CH:40][CH:39]=[CH:38][C:6]=1[CH2:7][O:8][CH2:9][CH:10]1[CH2:37][CH2:36][C:13]2[NH:14][CH:15]=[N:16][C:12]=2[CH2:11]1, predict the reactants needed to synthesize it. (10) Given the product [CH2:7]([S:9]([C:10]1[C:11]2[N:12]([CH:19]=[C:20]([C:22]3[CH:27]=[CH:26][CH:25]=[CH:24][CH:23]=3)[CH:21]=2)[N:13]=[CH:14][C:15]=1[C:16]([NH2:18])=[O:17])=[O:1])[CH3:8], predict the reactants needed to synthesize it. The reactants are: [OH:1]OS([O-])=O.[K+].[CH2:7]([S:9][C:10]1[C:11]2[N:12]([CH:19]=[C:20]([C:22]3[CH:27]=[CH:26][CH:25]=[CH:24][CH:23]=3)[CH:21]=2)[N:13]=[CH:14][C:15]=1[C:16]([NH2:18])=[O:17])[CH3:8].